Task: Regression/Classification. Given a drug SMILES string, predict its absorption, distribution, metabolism, or excretion properties. Task type varies by dataset: regression for continuous measurements (e.g., permeability, clearance, half-life) or binary classification for categorical outcomes (e.g., BBB penetration, CYP inhibition). Dataset: cyp2d6_veith.. Dataset: CYP2D6 inhibition data for predicting drug metabolism from PubChem BioAssay (1) The drug is Cc1ccc(C)c(C(=O)COC(=O)c2ccccc2N2C(=O)C3C4CCC(C4)C3C2=O)c1. The result is 0 (non-inhibitor). (2) The molecule is CCCCC1CC(/C(C)=N/NC(N)=O)OC1=O. The result is 0 (non-inhibitor). (3) The result is 0 (non-inhibitor). The drug is COc1cc(/C=C\c2ccc(OC)cc2OC)cc(OC)c1.